Regression/Classification. Given a drug SMILES string, predict its toxicity properties. Task type varies by dataset: regression for continuous values (e.g., LD50, hERG inhibition percentage) or binary classification for toxic/non-toxic outcomes (e.g., AMES mutagenicity, cardiotoxicity, hepatotoxicity). Dataset: ld50_zhu. From a dataset of Acute oral toxicity (LD50) regression data from Zhu et al.. (1) The drug is CCCCOCCOCCOCCO. The rat oral LD50 is 1.49, given as -log10 of the dose in mol/kg body weight (higher means more acutely toxic). (2) The molecule is Cc1cnc(C)c(C)n1. The rat oral LD50 is 2.18, given as -log10 of the dose in mol/kg body weight (higher means more acutely toxic). (3) The molecule is C=COC(C)=O. The rat oral LD50 is 1.47, given as -log10 of the dose in mol/kg body weight (higher means more acutely toxic). (4) The drug is C=C(C)C=O. The rat oral LD50 is 2.70, given as -log10 of the dose in mol/kg body weight (higher means more acutely toxic). (5) The compound is CCOP(=S)(OCC)Oc1cc(C)[nH]n1. The rat oral LD50 is 4.32, given as -log10 of the dose in mol/kg body weight (higher means more acutely toxic). (6) The rat oral LD50 is 3.37, given as -log10 of the dose in mol/kg body weight (higher means more acutely toxic). The molecule is COc1ccc2c(c1)C13CCCCC1C(C2)N(C)CC3. (7) The molecule is CCCC(=O)Oc1ccc(OC)cc1. The rat oral LD50 is 1.76, given as -log10 of the dose in mol/kg body weight (higher means more acutely toxic). (8) The drug is CC(C)=CCC1C(=O)N(c2ccccc2)N(c2ccccc2)C1=O. The rat oral LD50 is 2.38, given as -log10 of the dose in mol/kg body weight (higher means more acutely toxic). (9) The compound is CC(C)CCOC(CO)CC(C)C. The rat oral LD50 is 1.54, given as -log10 of the dose in mol/kg body weight (higher means more acutely toxic).